From a dataset of Peptide-MHC class II binding affinity with 134,281 pairs from IEDB. Regression. Given a peptide amino acid sequence and an MHC pseudo amino acid sequence, predict their binding affinity value. This is MHC class II binding data. (1) The peptide sequence is FPDRASIIRLVGAVL. The MHC is DRB1_1501 with pseudo-sequence DRB1_1501. The binding affinity (normalized) is 0.650. (2) The peptide sequence is GLNITGVTCGPGHGI. The MHC is DRB1_1001 with pseudo-sequence DRB1_1001. The binding affinity (normalized) is 0.121. (3) The peptide sequence is FMRMAWGGSYIALDS. The MHC is DRB1_0404 with pseudo-sequence DRB1_0404. The binding affinity (normalized) is 0.698. (4) The peptide sequence is AGLGLRSAISSGLGS. The MHC is HLA-DQA10401-DQB10402 with pseudo-sequence HLA-DQA10401-DQB10402. The binding affinity (normalized) is 0.165. (5) The binding affinity (normalized) is 0.697. The peptide sequence is YDHFLANVSTVLTGK. The MHC is DRB1_0802 with pseudo-sequence DRB1_0802. (6) The peptide sequence is SWITQGLLGALLLWMGI. The MHC is DRB1_0401 with pseudo-sequence DRB1_0401. The binding affinity (normalized) is 0.0480.